From a dataset of Catalyst prediction with 721,799 reactions and 888 catalyst types from USPTO. Predict which catalyst facilitates the given reaction. (1) Reactant: [F:1][C:2]1[C:7]([N+:8]([O-])=O)=[CH:6][CH:5]=[C:4]([F:11])[C:3]=1[C:12]([C:14]1[C:22]2[C:17](=[N:18][CH:19]=[C:20]([CH3:23])[CH:21]=2)[NH:16][CH:15]=1)=[O:13].C(OCC)(=O)C.C(=O)(O)[O-]. The catalyst class is: 6. Product: [NH2:8][C:7]1[C:2]([F:1])=[C:3]([C:12]([C:14]2[C:22]3[C:17](=[N:18][CH:19]=[C:20]([CH3:23])[CH:21]=3)[NH:16][CH:15]=2)=[O:13])[C:4]([F:11])=[CH:5][CH:6]=1. (2) Reactant: [F:1][C:2]1[CH:3]=[CH:4][C:5]([C:11]2[N:16]=[CH:15][CH:14]=[CH:13][N:12]=2)=[C:6]([CH:10]=1)[C:7]([OH:9])=O.N1C2C(=NC=CC=2)N(O)N=1.C(Cl)CCl.C(N(CC)CC)C.Cl.[CH2:39]([C:41]1[C:42]([NH:51][C@H:52]2[CH2:56][CH2:55][CH2:54][C@@H:53]2[NH2:57])=[N:43][CH:44]=[C:45]([C:47]([F:50])([F:49])[F:48])[N:46]=1)[CH3:40]. Product: [CH2:39]([C:41]1[C:42]([NH:51][C@H:52]2[CH2:56][CH2:55][CH2:54][C@@H:53]2[NH:57][C:7](=[O:9])[C:6]2[CH:10]=[C:2]([F:1])[CH:3]=[CH:4][C:5]=2[C:11]2[N:16]=[CH:15][CH:14]=[CH:13][N:12]=2)=[N:43][CH:44]=[C:45]([C:47]([F:50])([F:48])[F:49])[N:46]=1)[CH3:40]. The catalyst class is: 2. (3) Reactant: Br[C:2]1[N:7]=[C:6]2[C:8]([C:19]([NH:21][C:22]([CH3:25])([CH3:24])[CH3:23])=[O:20])=[CH:9][N:10]([CH2:11][O:12][CH2:13][CH2:14][Si:15]([CH3:18])([CH3:17])[CH3:16])[C:5]2=[N:4][CH:3]=1.I[C:27]1[C:35]2[C:30](=[N:31][CH:32]=[CH:33][CH:34]=2)[N:29]([CH3:36])[N:28]=1.CCCC[Sn](CCCC)CCCC.CCCC[Sn](CCCC)CCCC. Product: [C:22]([NH:21][C:19]([C:8]1[C:6]2=[N:7][C:2]([C:27]3[C:35]4[C:30](=[N:31][CH:32]=[CH:33][CH:34]=4)[N:29]([CH3:36])[N:28]=3)=[CH:3][N:4]=[C:5]2[N:10]([CH2:11][O:12][CH2:13][CH2:14][Si:15]([CH3:18])([CH3:17])[CH3:16])[CH:9]=1)=[O:20])([CH3:25])([CH3:24])[CH3:23]. The catalyst class is: 128. (4) Reactant: C[O:2][C:3](=[O:29])[C:4]1[CH:9]=[CH:8][CH:7]=[C:6]([CH2:10][O:11][NH:12][C:13](=[O:28])[C:14]2[CH:19]=[CH:18][CH:17]=[CH:16][C:15]=2[NH:20][CH2:21][C:22]2[CH:27]=[CH:26][N:25]=[CH:24][CH:23]=2)[CH:5]=1.[OH-].[Na+].Cl. Product: [N:25]1[CH:26]=[CH:27][C:22]([CH2:21][NH:20][C:15]2[CH:16]=[CH:17][CH:18]=[CH:19][C:14]=2[C:13]([NH:12][O:11][CH2:10][C:6]2[CH:5]=[C:4]([CH:9]=[CH:8][CH:7]=2)[C:3]([OH:29])=[O:2])=[O:28])=[CH:23][CH:24]=1. The catalyst class is: 24.